Task: Predict the reaction yield, written as a fraction of the theoretical maximum amount of product (1.0 means a 100% yield; for example, 0.34 means a 34% yield).. Dataset: Reaction yield outcomes from USPTO patents with 853,638 reactions (1) The reactants are [C:1]([C:3]1[C:12]2[C:7](=[CH:8][CH:9]=[CH:10][CH:11]=2)[C:6](F)=[CH:5][CH:4]=1)#[N:2].[O:14]=[C:15]1[N:20]2[CH2:21][CH:22]3[CH2:27][CH:26]([C:19]2=[CH:18][CH:17]=[CH:16]1)[CH2:25][NH:24][CH2:23]3. No catalyst specified. The product is [O:14]=[C:15]1[N:20]2[CH2:21][CH:22]3[CH2:27][CH:26]([C:19]2=[CH:18][CH:17]=[CH:16]1)[CH2:25][N:24]([C:6]1[C:7]2[C:12](=[CH:11][CH:10]=[CH:9][CH:8]=2)[C:3]([C:1]#[N:2])=[CH:4][CH:5]=1)[CH2:23]3. The yield is 0.0800. (2) The reactants are Cl.[CH3:2][NH:3][O:4][CH3:5].C(Cl)CCl.C(N(CC)CC)C.[CH3:17][O:18][C:19]1[CH:24]=[CH:23][C:22]([CH2:25][CH2:26][C:27]([OH:29])=O)=[CH:21][CH:20]=1. No catalyst specified. The product is [CH3:5][O:4][N:3]([CH3:2])[C:27](=[O:29])[CH2:26][CH2:25][C:22]1[CH:21]=[CH:20][C:19]([O:18][CH3:17])=[CH:24][CH:23]=1. The yield is 0.850.